This data is from Forward reaction prediction with 1.9M reactions from USPTO patents (1976-2016). The task is: Predict the product of the given reaction. (1) Given the reactants C(O[C:4]([C@H:6]1[CH2:11][CH2:10][C@H:9]([NH:12][C:13]([C:15]2[NH:16][C:17]3[C:22]([CH:23]=2)=[CH:21][C:20]([F:24])=[CH:19][CH:18]=3)=[O:14])[C@H:8]([NH:25][C:26]([C:28]2[S:29][C:30]3[CH2:31][N:32]([CH3:37])[CH2:33][CH2:34][C:35]=3[N:36]=2)=[O:27])[CH2:7]1)=[O:5])C.[ClH:38].[CH3:39][NH:40][CH3:41], predict the reaction product. The product is: [ClH:38].[F:24][C:20]1[CH:21]=[C:22]2[C:17](=[CH:18][CH:19]=1)[NH:16][C:15]([C:13]([NH:12][C@H:9]1[CH2:10][CH2:11][C@H:6]([C:4](=[O:5])[N:40]([CH3:41])[CH3:39])[CH2:7][C@H:8]1[NH:25][C:26]([C:28]1[S:29][C:30]3[CH2:31][N:32]([CH3:37])[CH2:33][CH2:34][C:35]=3[N:36]=1)=[O:27])=[O:14])=[CH:23]2. (2) The product is: [Br:28][C:3]1[C:2]([F:1])=[CH:7][C:6]([NH:8][C:9](=[O:14])[C:10]([CH3:13])([CH3:11])[CH3:12])=[C:5]([C:15]2[CH:20]=[CH:19][CH:18]=[CH:17][N:16]=2)[CH:4]=1. Given the reactants [F:1][C:2]1[CH:3]=[CH:4][C:5]([C:15]2[CH:20]=[CH:19][CH:18]=[CH:17][N:16]=2)=[C:6]([NH:8][C:9](=[O:14])[C:10]([CH3:13])([CH3:12])[CH3:11])[CH:7]=1.C1C(=O)N([Br:28])C(=O)C1, predict the reaction product.